Task: Regression/Classification. Given a drug SMILES string, predict its absorption, distribution, metabolism, or excretion properties. Task type varies by dataset: regression for continuous measurements (e.g., permeability, clearance, half-life) or binary classification for categorical outcomes (e.g., BBB penetration, CYP inhibition). Dataset: pampa_ncats.. Dataset: PAMPA (Parallel Artificial Membrane Permeability Assay) permeability data from NCATS The result is 1 (high permeability). The compound is CC1=CC(=C(N1)C(=O)NC2=CC(=C(C=C2)OC)[S+](=O)(NC3=CC=C(C=C3)Br)[O-])C.